Dataset: Full USPTO retrosynthesis dataset with 1.9M reactions from patents (1976-2016). Task: Predict the reactants needed to synthesize the given product. Given the product [I:17][C:14]1[CH:13]=[CH:12][C:11]([C:10]2[CH:6]=[CH:7][NH:8][CH:9]=2)=[CH:16][CH:15]=1, predict the reactants needed to synthesize it. The reactants are: C(OC([C:6]1[C:10]([C:11]2[CH:16]=[CH:15][C:14]([I:17])=[CH:13][CH:12]=2)=[CH:9][NH:8][CH:7]=1)=O)C.[OH-].[Na+].[Na+].[Cl-].